Regression. Given two drug SMILES strings and cell line genomic features, predict the synergy score measuring deviation from expected non-interaction effect. From a dataset of NCI-60 drug combinations with 297,098 pairs across 59 cell lines. (1) Drug 1: C1C(C(OC1N2C=NC3=C2NC=NCC3O)CO)O. Cell line: KM12. Drug 2: N.N.Cl[Pt+2]Cl. Synergy scores: CSS=14.2, Synergy_ZIP=-6.02, Synergy_Bliss=0.172, Synergy_Loewe=0.762, Synergy_HSA=2.49. (2) Drug 1: CC=C1C(=O)NC(C(=O)OC2CC(=O)NC(C(=O)NC(CSSCCC=C2)C(=O)N1)C(C)C)C(C)C. Drug 2: C1C(C(OC1N2C=NC3=C2NC=NCC3O)CO)O. Cell line: T-47D. Synergy scores: CSS=14.8, Synergy_ZIP=-6.18, Synergy_Bliss=-2.01, Synergy_Loewe=-2.03, Synergy_HSA=-1.99. (3) Drug 1: C1CC(=O)NC(=O)C1N2CC3=C(C2=O)C=CC=C3N. Drug 2: CC1=C(C(=O)C2=C(C1=O)N3CC4C(C3(C2COC(=O)N)OC)N4)N. Cell line: K-562. Synergy scores: CSS=12.1, Synergy_ZIP=-2.48, Synergy_Bliss=1.72, Synergy_Loewe=-10.6, Synergy_HSA=2.80. (4) Drug 1: CC12CCC3C(C1CCC2=O)CC(=C)C4=CC(=O)C=CC34C. Drug 2: CC1CCCC2(C(O2)CC(NC(=O)CC(C(C(=O)C(C1O)C)(C)C)O)C(=CC3=CSC(=N3)C)C)C. Cell line: NCI-H460. Synergy scores: CSS=14.7, Synergy_ZIP=-3.49, Synergy_Bliss=-7.27, Synergy_Loewe=-8.26, Synergy_HSA=-8.40. (5) Drug 1: CC1C(C(=O)NC(C(=O)N2CCCC2C(=O)N(CC(=O)N(C(C(=O)O1)C(C)C)C)C)C(C)C)NC(=O)C3=C4C(=C(C=C3)C)OC5=C(C(=O)C(=C(C5=N4)C(=O)NC6C(OC(=O)C(N(C(=O)CN(C(=O)C7CCCN7C(=O)C(NC6=O)C(C)C)C)C)C(C)C)C)N)C. Drug 2: C1CN1P(=S)(N2CC2)N3CC3. Cell line: MALME-3M. Synergy scores: CSS=4.70, Synergy_ZIP=-4.82, Synergy_Bliss=-8.11, Synergy_Loewe=-7.01, Synergy_HSA=-7.00. (6) Drug 1: CCC1=CC2CC(C3=C(CN(C2)C1)C4=CC=CC=C4N3)(C5=C(C=C6C(=C5)C78CCN9C7C(C=CC9)(C(C(C8N6C)(C(=O)OC)O)OC(=O)C)CC)OC)C(=O)OC.C(C(C(=O)O)O)(C(=O)O)O. Drug 2: CC1=CC2C(CCC3(C2CCC3(C(=O)C)OC(=O)C)C)C4(C1=CC(=O)CC4)C. Cell line: SF-539. Synergy scores: CSS=49.9, Synergy_ZIP=3.03, Synergy_Bliss=3.87, Synergy_Loewe=-49.4, Synergy_HSA=3.87. (7) Drug 1: C1CCC(C1)C(CC#N)N2C=C(C=N2)C3=C4C=CNC4=NC=N3. Drug 2: CC1OCC2C(O1)C(C(C(O2)OC3C4COC(=O)C4C(C5=CC6=C(C=C35)OCO6)C7=CC(=C(C(=C7)OC)O)OC)O)O. Cell line: OVCAR-4. Synergy scores: CSS=0.288, Synergy_ZIP=-0.704, Synergy_Bliss=-5.32, Synergy_Loewe=-6.13, Synergy_HSA=-5.32.